From a dataset of Forward reaction prediction with 1.9M reactions from USPTO patents (1976-2016). Predict the product of the given reaction. (1) The product is: [Cl:8][C:9]1[CH:14]=[C:13]([Cl:15])[CH:12]=[CH:11][C:10]=1[C:16](=[N:19][O:20][S:21]([C:24]1[CH:30]=[CH:29][C:27]([CH3:28])=[CH:26][CH:25]=1)(=[O:23])=[O:22])[C:17]#[N:18]. Given the reactants C1(C)C=CC=CC=1.[Cl:8][C:9]1[CH:14]=[C:13]([Cl:15])[CH:12]=[CH:11][C:10]=1[C:16](=[N:19][OH:20])[C:17]#[N:18].[S:21](Cl)([C:24]1[CH:30]=[CH:29][C:27]([CH3:28])=[CH:26][CH:25]=1)(=[O:23])=[O:22], predict the reaction product. (2) Given the reactants [Cl:1][C:2]1[CH:3]=[C:4]([S:8]([N:11]2[C:15]([C:16]3[C:17]([F:22])=[N:18][CH:19]=[CH:20][CH:21]=3)=[C:14]([F:23])[C:13]([CH2:24][N:25](C)[C:26](=O)OC(C)(C)C)=[CH:12]2)(=[O:10])=[O:9])[CH:5]=[N:6][CH:7]=1.C(OCC)(=O)C.Cl, predict the reaction product. The product is: [ClH:1].[Cl:1][C:2]1[CH:3]=[C:4]([S:8]([N:11]2[C:15]([C:16]3[C:17]([F:22])=[N:18][CH:19]=[CH:20][CH:21]=3)=[C:14]([F:23])[C:13]([CH2:24][NH:25][CH3:26])=[CH:12]2)(=[O:9])=[O:10])[CH:5]=[N:6][CH:7]=1. (3) Given the reactants [NH2:1][CH2:2][C:3]1[CH:8]=[CH:7][CH:6]=[CH:5][C:4]=1[CH2:9][OH:10].[CH3:11][CH:12]([CH3:16])[CH2:13][CH:14]=O.[CH2:17]1[C:25]2[C:20](=[CH:21][CH:22]=[CH:23][CH:24]=2)[CH2:19][CH:18]1[C@@H:26]([NH:30][C:31]([O:33]C(C)(C)C)=O)[C:27]([OH:29])=O.C1(COC2C=CC=CC=2[N+]#[C-])C=CC=CC=1.C(Cl)(=O)C.C(=O)(O)[O-].[Na+], predict the reaction product. The product is: [CH2:19]1[C:20]2[C:25](=[CH:24][CH:23]=[CH:22][CH:21]=2)[CH2:17][CH:18]1[C@H:26]1[NH:30][C:31](=[O:33])[C@@H:14]([CH2:13][CH:12]([CH3:16])[CH3:11])[N:1]([CH2:2][C:3]2[CH:8]=[CH:7][CH:6]=[CH:5][C:4]=2[CH2:9][OH:10])[C:27]1=[O:29].